From a dataset of Forward reaction prediction with 1.9M reactions from USPTO patents (1976-2016). Predict the product of the given reaction. (1) Given the reactants [Cl:1][C:2]1[CH:3]=[CH:4][C:5]2[N:11]3[C:12]([C:15]([F:18])([F:17])[F:16])=[N:13][N:14]=[C:10]3[C@@H:9]([CH2:19][C:20]([O:22]CC)=[O:21])[O:8][C@H:7]([C:25]3[CH:30]=[CH:29][CH:28]=[C:27]([O:31][CH3:32])[C:26]=3[O:33][CH:34]([F:36])[F:35])[C:6]=2[CH:37]=1.Cl, predict the reaction product. The product is: [Cl:1][C:2]1[CH:3]=[CH:4][C:5]2[N:11]3[C:12]([C:15]([F:18])([F:17])[F:16])=[N:13][N:14]=[C:10]3[C@@H:9]([CH2:19][C:20]([OH:22])=[O:21])[O:8][C@H:7]([C:25]3[CH:30]=[CH:29][CH:28]=[C:27]([O:31][CH3:32])[C:26]=3[O:33][CH:34]([F:35])[F:36])[C:6]=2[CH:37]=1. (2) Given the reactants [C:1]([O:5][CH:6]([C:11]1[N:16]([CH3:17])[C:15](=[O:18])[C:14]2[NH:19][CH:20]=[CH:21][C:13]=2[C:12]=1[C:22]1[CH:27]=[CH:26][C:25]([Cl:28])=[CH:24][CH:23]=1)[C:7]([O:9]C)=[O:8])([CH3:4])([CH3:3])[CH3:2].Br[CH2:30][CH:31]([CH3:33])[CH3:32], predict the reaction product. The product is: [C:1]([O:5][CH:6]([C:11]1[N:16]([CH3:17])[C:15](=[O:18])[C:14]2[N:19]([CH2:30][CH:31]([CH3:33])[CH3:32])[CH:20]=[CH:21][C:13]=2[C:12]=1[C:22]1[CH:27]=[CH:26][C:25]([Cl:28])=[CH:24][CH:23]=1)[C:7]([OH:9])=[O:8])([CH3:3])([CH3:2])[CH3:4]. (3) Given the reactants NCC1C=CN=CC=1.C(I)CCCC.[N:15]1[CH:20]=[CH:19][C:18]([CH2:21][NH:22][CH2:23][CH2:24][CH2:25][CH2:26][CH3:27])=[CH:17][CH:16]=1.Cl[C:29]([O:31][CH3:32])=[O:30], predict the reaction product. The product is: [CH2:23]([N:22]([CH2:21][C:18]1[CH:19]=[CH:20][N:15]=[CH:16][CH:17]=1)[C:29](=[O:30])[O:31][CH3:32])[CH2:24][CH2:25][CH2:26][CH3:27]. (4) Given the reactants C(OC([N:8]1[C@H:17]([C:18]([OH:20])=[O:19])[CH2:16][C@H:15]2[C@@H:10]([CH2:11][CH2:12][C@H:13]([O:21][C:22]3[CH:27]=[C:26]([N:28]4[CH:32]=[CH:31][CH:30]=[N:29]4)[CH:25]=[CH:24][C:23]=3[C:33]3[N:34]=[N:35][NH:36][N:37]=3)[CH2:14]2)[CH2:9]1)=O)(C)(C)C.[ClH:38], predict the reaction product. The product is: [ClH:38].[N:28]1([C:26]2[CH:25]=[CH:24][C:23]([C:33]3[N:37]=[N:36][NH:35][N:34]=3)=[C:22]([CH:27]=2)[O:21][C@H:13]2[CH2:12][CH2:11][C@@H:10]3[C@H:15]([CH2:16][C@@H:17]([C:18]([OH:20])=[O:19])[NH:8][CH2:9]3)[CH2:14]2)[CH:32]=[CH:31][CH:30]=[N:29]1. (5) Given the reactants [CH3:1][O:2][C:3]1[CH:8]=[CH:7][C:6]([CH2:9][C:10](=[O:14])[CH2:11][C:12]#[N:13])=[CH:5][C:4]=1[O:15][CH2:16][CH2:17][O:18][CH3:19].[CH3:20][N:21]([CH:23](OC)OC)[CH3:22].[CH3:28][O:29][C:30]1[CH:31]=[C:32]([CH:35]=[CH:36][C:37]=1[O:38][CH3:39])CN, predict the reaction product. The product is: [CH3:28][O:29][C:30]1[CH:31]=[C:32]([CH:35]=[CH:36][C:37]=1[O:38][CH3:39])[CH2:23][N:21]1[CH:20]=[C:9]([C:6]2[CH:7]=[CH:8][C:3]([O:2][CH3:1])=[C:4]([O:15][CH2:16][CH2:17][O:18][CH3:19])[CH:5]=2)[C:10](=[O:14])[C:11]([C:12]#[N:13])=[CH:22]1. (6) The product is: [CH2:19]([C:13]1[CH2:12][CH:11]([CH2:10][CH:9]=[O:8])[CH2:16][CH2:15][C:14]=1[CH3:18])[CH3:20]. Given the reactants C([O:8][CH2:9][CH2:10][CH:11]1[CH2:16][CH2:15][C:14]([CH3:18])(O)[CH:13]([CH2:19][CH3:20])[CH2:12]1)C1C=CC=CC=1.C(Cl)(=O)C(Cl)=O.CS(C)=O.CCN(CC)CC, predict the reaction product. (7) Given the reactants [CH2:1]([C@H:3]1[C@@H:7]([N:8]2[C:12]3=[C:13]4[CH:19]=[CH:18][N:17](S(C5C=CC(C)=CC=5)(=O)=O)[C:14]4=[N:15][CH:16]=[C:11]3[N:10]=[CH:9]2)[CH2:6][C@@H:5]([NH:30][S:31]([CH:34]2[CH2:36][CH2:35]2)(=[O:33])=[O:32])[CH2:4]1)[CH3:2].[OH-].[Na+].Cl, predict the reaction product. The product is: [CH2:1]([C@H:3]1[C@@H:7]([N:8]2[C:12]3=[C:13]4[CH:19]=[CH:18][NH:17][C:14]4=[N:15][CH:16]=[C:11]3[N:10]=[CH:9]2)[CH2:6][C@@H:5]([NH:30][S:31]([CH:34]2[CH2:36][CH2:35]2)(=[O:33])=[O:32])[CH2:4]1)[CH3:2]. (8) Given the reactants [OH:1][C:2]1[CH:3]=[C:4]([C:8]2[CH:9]=[C:10]3[C:16]([NH:17][C:18]([C:20]4[CH:21]=[N:22][N:23]([CH2:25][C:26]5[CH:31]=[CH:30][CH:29]=[CH:28][CH:27]=5)[CH:24]=4)=[O:19])=[CH:15][N:14]([S:32]([C:35]4[CH:40]=[CH:39][C:38]([CH3:41])=[CH:37][CH:36]=4)(=[O:34])=[O:33])[C:11]3=[N:12][CH:13]=2)[CH:5]=[CH:6][CH:7]=1.Cl.Cl[CH2:44][CH2:45][N:46]1[CH2:51][CH2:50][O:49][CH2:48][CH2:47]1.C([O-])([O-])=O.[Cs+].[Cs+], predict the reaction product. The product is: [N:46]1([CH2:45][CH2:44][O:1][C:2]2[CH:3]=[C:4]([C:8]3[CH:9]=[C:10]4[C:16]([NH:17][C:18]([C:20]5[CH:21]=[N:22][N:23]([CH2:25][C:26]6[CH:31]=[CH:30][CH:29]=[CH:28][CH:27]=6)[CH:24]=5)=[O:19])=[CH:15][N:14]([S:32]([C:35]5[CH:36]=[CH:37][C:38]([CH3:41])=[CH:39][CH:40]=5)(=[O:33])=[O:34])[C:11]4=[N:12][CH:13]=3)[CH:5]=[CH:6][CH:7]=2)[CH2:51][CH2:50][O:49][CH2:48][CH2:47]1. (9) The product is: [CH2:23]([O:22][N:20]1[C:19](=[O:30])[CH2:18][CH2:17][C@@H:16]([NH:15][C:2]2[N:3]=[CH:4][C:5](/[CH:8]=[CH:9]/[C:10]([O:12][CH2:13][CH3:14])=[O:11])=[N:6][CH:7]=2)[CH2:21]1)[C:24]1[CH:29]=[CH:28][CH:27]=[CH:26][CH:25]=1. Given the reactants Cl[C:2]1[N:3]=[CH:4][C:5](/[CH:8]=[CH:9]/[C:10]([O:12][CH2:13][CH3:14])=[O:11])=[N:6][CH:7]=1.[NH2:15][C@H:16]1[CH2:21][N:20]([O:22][CH2:23][C:24]2[CH:29]=[CH:28][CH:27]=[CH:26][CH:25]=2)[C:19](=[O:30])[CH2:18][CH2:17]1.C1(P(C2CCCCC2)C2C=CC=CC=2C2C=CC=CC=2N(C)C)CCCCC1.C(=O)([O-])[O-].[Cs+].[Cs+], predict the reaction product. (10) Given the reactants [CH3:1][C:2]1[C:19]([O:20]C(=O)C)=[CH:18][C:5]2[CH:6]=[C:7]([C:9](=[O:17])[CH2:10][N:11]3[CH2:16][CH2:15][O:14][CH2:13][CH2:12]3)[O:8][C:4]=2[C:3]=1[CH3:24].[BH4-].[Na+].O, predict the reaction product. The product is: [OH:17][CH:9]([C:7]1[O:8][C:4]2[C:3]([CH3:24])=[C:2]([CH3:1])[C:19]([OH:20])=[CH:18][C:5]=2[CH:6]=1)[CH2:10][N:11]1[CH2:12][CH2:13][O:14][CH2:15][CH2:16]1.